Dataset: Drug-target binding data from BindingDB using Ki measurements. Task: Regression. Given a target protein amino acid sequence and a drug SMILES string, predict the binding affinity score between them. We predict pKi (pKi = -log10(Ki in M); higher means stronger inhibition). Dataset: bindingdb_ki. (1) The small molecule is CC(C)=CCC[C@@H](C)[C@H]1CC[C@@]2(C)[C@@H]3CC[C@H]4C(C)(C)[C@@H](O)CCC45CC35CC[C@]12C. The target protein sequence is MQKKKKNRNEVVLCSAEGTGGCSRLAAMDLASNLGGKIDKAEVLSAVQKYEKYHVCYGGQEEERKANYTDMVNKYYDLVTSFYEFGWGESFHFAPRWKGESLRESIKRHEHFLPLQLGLKPGQKVLDVGCGIGGPLREISRFSSTSITGLNNNEYQITRGKELNRIAGVDKTCNFVKADFMKMPFPDNSFDAVYAIEATCHAPDAYGCYKEIFRVLKPGQYFAAYEWCMTDSFDPQNPEHQKIKAEIEIGDGLPDIRLTAKCLEALKQAGFEVIWEKDLAVDSPLPWYLPLDKSHFSLSSFRLTAVGRLFTKNMVKVLEYVGLAPKGSLRVQDFLEKAAEGLVEGGKREIFTPMYFFLARKPDLDRN. The pKi is 4.4. (2) The target protein (P49743) has sequence GEAGRDGMGDTGRDSRSPDSSSPNPLSQGIPPSSPPGPPHTPSAPPPPMPPPPLGSPFPVISSSMGSPGLPPPAPPGFSGPVSSPQINSTVSLPGGGSGPPEDVKPPVLGVRGLHCPPPPGGPGAGKRLCAICGDRSSGKHYGVYSCEGCKGFFKRTIRKDLTYSCRDNKDCTVDKRQRNRCQYCRYQKCLATGMKREAVQEERQRGKDKDGDGDGAGGAPEEMPVDRILEAELAVEQKSDQGVEGPGATGGGGSSPNDPVTNICQAADKQLFTLVEWAKRIPHFSSLPLDDQVILLRAGWNELLIASFSHRSIDVRDGILLATGLHVHRNSAHSAGVGAIFDRVLTELVSKMRDMRMDKTELGCLRAIILFNPDAKGLSNPGEVEILREKVYASLETYCKQKYPEQQGRFAKLLLRLPALRSIGLKCLEHLFFFKLIGDTPIDTFLMEMLEAPHQLA. The drug is CC(/C=C/c1ccccc1-c1cc(C(C)(C)C)cc(C(C)(C)C)c1OCCCF)=C\C(=O)O. The pKi is 7.6. (3) The drug is COC(=O)CN1CC(Cc2ccccc2)(NC(=O)c2ccccc2)C1=O. The target protein (P49863) has sequence MTKFSSFSLFFLIVGAYMTHVCFNMEIIGGKEVSPHSRPFMASIQYGGHHVCGGVLIDPQWVLTAAHCQYRFTKGQSPTVVLGAHSLSKNEASKQTLEIKKFIPFSRVTSDPQSNDIMLVKLQTAAKLNKHVKMLHIRSKTSLRSGTKCKVTGWGATDPDSLRPSDTLREVTVTVLSRKLCNSQSYYNGDPFITKDMVCAGDAKGQKDSCKGDSGGPLICKGVFHAIVSGGHECGVATKPGIYTLLTKKYQTWIKSNLVPPHTN. The pKi is 2.9.